This data is from Full USPTO retrosynthesis dataset with 1.9M reactions from patents (1976-2016). The task is: Predict the reactants needed to synthesize the given product. (1) The reactants are: [CH2:1]([N:8]1[C:13](=[O:14])[CH:12]=[C:11]([C:15]([F:18])([F:17])[F:16])[N:10]=[C:9]1[CH2:19][CH2:20][CH3:21])[C:2]1[CH:7]=[CH:6][CH:5]=[CH:4][CH:3]=1.[Br:22]Br.CN(C)CCN. Given the product [CH2:1]([N:8]1[C:13](=[O:14])[CH:12]=[C:11]([C:15]([F:18])([F:16])[F:17])[N:10]=[C:9]1[CH:19]([Br:22])[CH2:20][CH3:21])[C:2]1[CH:3]=[CH:4][CH:5]=[CH:6][CH:7]=1, predict the reactants needed to synthesize it. (2) Given the product [C:1]([O:5][C:6](=[O:22])[NH:7][C:8]1[CH:13]=[C:12]([N:14]([CH3:16])[CH3:15])[C:11]([C:17]([F:20])([F:19])[F:18])=[CH:10][C:9]=1[NH:21][C:36](=[O:37])[CH2:35][C:34]([C:30]1[CH:31]=[CH:32][CH:33]=[C:28]([N:23]2[CH:27]=[CH:26][N:25]=[CH:24]2)[CH:29]=1)=[O:39])([CH3:4])([CH3:2])[CH3:3], predict the reactants needed to synthesize it. The reactants are: [C:1]([O:5][C:6](=[O:22])[NH:7][C:8]1[CH:13]=[C:12]([N:14]([CH3:16])[CH3:15])[C:11]([C:17]([F:20])([F:19])[F:18])=[CH:10][C:9]=1[NH2:21])([CH3:4])([CH3:3])[CH3:2].[N:23]1([C:28]2[CH:29]=[C:30]([C:34]3[O:39]C(C)(C)[O:37][C:36](=O)[CH:35]=3)[CH:31]=[CH:32][CH:33]=2)[CH:27]=[CH:26][N:25]=[CH:24]1. (3) Given the product [Si:15]([O:14][C:11]1[CH:12]=[CH:13][C:8]([C:6]2[N:7]=[C:2]([C:28]3[S:29][CH:30]=[CH:31][CH:32]=3)[C:3]([NH2:22])=[N:4][CH:5]=2)=[CH:9][CH:10]=1)([C:18]([CH3:21])([CH3:20])[CH3:19])([CH3:17])[CH3:16], predict the reactants needed to synthesize it. The reactants are: Br[C:2]1[C:3]([NH2:22])=[N:4][CH:5]=[C:6]([C:8]2[CH:13]=[CH:12][C:11]([O:14][Si:15]([C:18]([CH3:21])([CH3:20])[CH3:19])([CH3:17])[CH3:16])=[CH:10][CH:9]=2)[N:7]=1.C([Sn](CCCC)(CCCC)[C:28]1[S:29][CH:30]=[CH:31][CH:32]=1)CCC.[F-].[K+]. (4) Given the product [C:1]1([CH3:14])[CH:6]=[C:5]([CH3:7])[CH:4]=[C:3]([CH3:8])[C:2]=1[S:9]([O-:12])(=[O:11])=[O:10].[NH2:13][N+:16]1[CH:21]=[CH:20][CH:19]=[C:18]([CH2:22][OH:23])[CH:17]=1, predict the reactants needed to synthesize it. The reactants are: [C:1]1([CH3:14])[CH:6]=[C:5]([CH3:7])[CH:4]=[C:3]([CH3:8])[C:2]=1[S:9]([O:12][NH2:13])(=[O:11])=[O:10].O.[N:16]1[CH:21]=[CH:20][CH:19]=[C:18]([CH2:22][OH:23])[CH:17]=1. (5) Given the product [CH3:31][O:30][CH2:29][CH2:28][N:27]=[S:25]([C:22]1[CH:21]=[CH:20][C:19]([NH:18][C:2]2[N:7]=[C:6]([NH:8][C@H:9]([CH3:12])[CH2:10][OH:11])[C:5]([C:13]3[S:14][CH:15]=[CH:16][CH:17]=3)=[CH:4][N:3]=2)=[CH:24][CH:23]=1)([CH3:32])=[O:26], predict the reactants needed to synthesize it. The reactants are: Cl[C:2]1[N:7]=[C:6]([NH:8][C@H:9]([CH3:12])[CH2:10][OH:11])[C:5]([C:13]2[S:14][CH:15]=[CH:16][CH:17]=2)=[CH:4][N:3]=1.[NH2:18][C:19]1[CH:24]=[CH:23][C:22]([S:25]([CH3:32])(=[N:27][CH2:28][CH2:29][O:30][CH3:31])=[O:26])=[CH:21][CH:20]=1. (6) Given the product [CH:27]([CH:24]1[CH2:25][CH2:26][N:22]([C:20]([O:19][C:15]([CH3:18])([CH3:17])[CH3:16])=[O:21])[CH:23]1[C:30](=[O:31])[NH:6][C:5]1[CH:7]=[CH:8][C:9]([C:10]2[O:14][CH:13]=[N:12][CH:11]=2)=[C:3]([O:2][CH3:1])[CH:4]=1)([CH3:29])[CH3:28], predict the reactants needed to synthesize it. The reactants are: [CH3:1][O:2][C:3]1[CH:4]=[C:5]([CH:7]=[CH:8][C:9]=1[C:10]1[O:14][CH:13]=[N:12][CH:11]=1)[NH2:6].[C:15]([O:19][C:20]([N:22]1[CH2:26][CH2:25][CH:24]([CH:27]([CH3:29])[CH3:28])[CH:23]1[C:30](O)=[O:31])=[O:21])([CH3:18])([CH3:17])[CH3:16].C(N(CC)C(C)C)(C)C.CN(C(ON1N=NC2C=CC=NC1=2)=[N+](C)C)C.F[P-](F)(F)(F)(F)F.C([O-])(O)=O.[Na+].